From a dataset of Experimentally validated miRNA-target interactions with 360,000+ pairs, plus equal number of negative samples. Binary Classification. Given a miRNA mature sequence and a target amino acid sequence, predict their likelihood of interaction. (1) The miRNA is mmu-miR-467f with sequence AUAUACACACACACACCUACA. The protein sequence of the target gene is MDRSREAEMELRRGPSPPRAGRSHEVDGDKAACHSCCICGKSFPFQSSLSQHMRKHTGEKPYKCPYCDHRASQKGNLKIHIRSHRTGTLIQGHEPEAGEAQLGEMRVSEGLDGCASPTKSTSACNRVLNGAVPMDGSKILLRSSRKEVEGAASAQEDTEATVPCSFCKSRFERKKDLELHVHQAHKPFKCRLCSYVTLREESLLSHIERDHITAQVPNGSEACVENGKPELSPGEFPCEVCGQAFSQTWFLKAHMKKHRGSFDHGCHICGRRFKEPWFLKNHMKAHGPKAGSKNRPKSEL.... Result: 1 (interaction). (2) The protein sequence of the target gene is MQSFRERCGFHGKQQNYPQTSQETSRLENYRQPGQAGLSCDRQRLLAKDYYSPQPYTGYEGGTGTPSGTVATAAADKYHRGSKSLQGRPAFPSYVQDSSPYPGRYSGEEGLQTWGGPQPPPPQPQPLPGAVSKYEENLMKKTVVPPPNRQYPEQGPQLPFRTHSLHVPPPQPQQPLAYPKLQRQKPQNDLASPLPFPQGSHFPQHSQSFPTSSTYAPTVQGGGQGAHSYKSCTAPSAQPHDRPMSANANLAPGQRVQNLHAYQPGRLGYEQQQQALQGRHHTQETLHYQNLAKYQHYGQQ.... The miRNA is mmu-miR-468-3p with sequence UAUGACUGAUGUGCGUGUGUCUG. Result: 1 (interaction). (3) The protein sequence of the target gene is MRKGIQPALEQYLVTAGGGEGAAVVAAAAAASMDKRALLASPGFAAAAAAAAAPGAYIQILTTNTSTTSCSSSLQSGAVAAGPLLPSAPGAEQTAGSLLYTTPHGPSSRAGLLQQPPALGRGGSGGGGGPPAKRRLELGESGHQYLSDGLKTPKGKGRAALRSPDSPKTPKSPSEKTRYDTSLGLLTKKFIQLLSQSPDGVLDLNKAAEVLKVQKRRIYDITNVLEGIHLIKKKSKNNVQWMGCSLSEDGGMLAQCQGLSKEVTELSQEEKKLDELIQSCTLDLKLLTEDSENQRLAYVT.... Result: 1 (interaction). The miRNA is hsa-miR-6733-5p with sequence UGGGAAAGACAAACUCAGAGUU. (4) The miRNA is hsa-miR-4484 with sequence AAAAGGCGGGAGAAGCCCCA. The protein sequence of the target gene is MRLRVRLLKRTWPLEVPETEPTLGHLRSHLRQSLLCTWGYSSNTRFTITLNYKDPLTGDEETLASYGIVSGDLICLILQDDIPAPNIPSSTDSEHSSLQNNEQPSLATSSNQTSMQDEQPSDSFQGQAAQSGVWNDDSMLGPSQNFEAESIQDNAHMAEGTGFYPSEPMLCSESVEGQVPHSLETLYQSADCSDANDALIVLIHLLMLESGYIPQGTEAKALSMPEKWKLSGVYKLQYMHPLCEGSSATLTCVPLGNLIVVNATLKINNEIRSVKRLQLLPESFICKEKLGENVANIYKD.... Result: 0 (no interaction). (5) The miRNA is hsa-miR-3938 with sequence AAUUCCCUUGUAGAUAACCCGG. The protein sequence of the target gene is MIDSVKLRRDSAADFFSHYEYLCALQNSVPLPAVRACLREGVLDFNADRLRGVDWAPLLSTLKINKDLPLVSIKSFFQPWLGDTGSDMNKFCRSRVPAIRYKDVTFQLCKALKGCLSISSVLKNLELNGLILRERDLTILAKGLNKSASLVHLSLANCPIGDGGLEIICQGIKSSITLKTVNFTGCNLTWQGADHMAKILKYQTMRRHEETWAESLRYRRPDLDCMAGLRRITLNCNTLIGDLGACAFADSLSEDLWLRALDLQQCGLTNEGAKALLEALETNTTLVVLDIRKNPLIDHS.... Result: 1 (interaction). (6) The miRNA is hsa-miR-455-5p with sequence UAUGUGCCUUUGGACUACAUCG. The protein sequence of the target gene is MDLRQFLMCLSLCTAFALSKPTEKKDRVHHEPQLSDKVHNDAQNFDYDHDAFLGAEEAKSFDQLTPEESKERLGKIVSKIDDDKDGFVTVDELKGWIKFAQKRWIHEDVERQWKGHDLNEDGLVSWEEYKNATYGYVLDDPDPDDGFNYKQMMVRDERRFKMADKDGDLIATKEEFTAFLHPEEYDYMKDIVVQETMEDIDKNADGFIDLEEYIGDMYSHDGNADEPEWVKTEREQFVEFRDKNRDGKMDKEETKDWILPSDYDHAEAEARHLVYESDQNKDGKLTKEEIVDKYDLFVGS.... Result: 0 (no interaction). (7) The miRNA is cel-miR-61-3p with sequence UGACUAGAACCGUUACUCAUC. The protein sequence of the target gene is MAPGEKESGEGPAKSALRKIRTATLVISLARGWQQWANENSIRQAQEPTGWLPGGTQDSPQAPKPITPPTSHQKAQSAPKSPPRLPEGHGDGQSSEKAPEVSHIKKKEVSKTVVSKTYERGGDVSHLSHRYERDAGVLEPGQPENDIDRILHSHGSPTRRRKCANLVSELTKGWRVMEQEEPTWRSDSVDTEDSGYGGEAEERPEQDGVQVAVVRIKRPLPSQVNRFTEKLNCKAQQKYSPVGNLKGRWQQWADEHIQSQKLNPFSEEFDYELAMSTRLHKGDEGYGRPKEGTKTAERAK.... Result: 0 (no interaction).